From a dataset of Forward reaction prediction with 1.9M reactions from USPTO patents (1976-2016). Predict the product of the given reaction. (1) Given the reactants [NH:1]1[CH:5]=[C:4]([C:6]2[N:11]3[N:12]=[C:13]([NH:15][C:16]4[CH:21]=[CH:20][C:19]([O:22][CH2:23][CH2:24][N:25]5[CH2:29][CH2:28][CH2:27][CH2:26]5)=[CH:18][CH:17]=4)[N:14]=[C:10]3[CH:9]=[CH:8][CH:7]=2)[CH:3]=[N:2]1.C(=O)([O-])[O-].[K+].[K+].Cl[CH:37]([OH:39])[CH3:38], predict the reaction product. The product is: [N:25]1([CH2:24][CH2:23][O:22][C:19]2[CH:18]=[CH:17][C:16]([NH:15][C:13]3[N:14]=[C:10]4[CH:9]=[CH:8][CH:7]=[C:6]([C:4]5[CH:3]=[N:2][N:1]([CH2:38][CH2:37][OH:39])[CH:5]=5)[N:11]4[N:12]=3)=[CH:21][CH:20]=2)[CH2:29][CH2:28][CH2:27][CH2:26]1. (2) Given the reactants BrC1C=C(F)C=C2C=1C=CC(=O)N2.[Br:14][C:15]1[CH:24]=[C:23]2[C:18]([CH:19]=[CH:20][C:21](=[O:25])[NH:22]2)=[C:17]([F:26])[CH:16]=1.[H-].[Na+].CS(O[CH2:34][CH2:35][N:36]1[CH2:41][CH2:40][CH:39]([NH:42][C:43]([O:45][C:46]([CH3:49])([CH3:48])[CH3:47])=[O:44])[CH2:38][CH2:37]1)(=O)=O.C(OC(=O)NC1CCN(CCN2C3C(=CC=C(F)C=3)N=CC2=O)CC1)(C)(C)C, predict the reaction product. The product is: [C:46]([O:45][C:43](=[O:44])[NH:42][CH:39]1[CH2:40][CH2:41][N:36]([CH2:35][CH2:34][N:22]2[C:23]3[C:18](=[C:17]([F:26])[CH:16]=[C:15]([Br:14])[CH:24]=3)[CH:19]=[CH:20][C:21]2=[O:25])[CH2:37][CH2:38]1)([CH3:49])([CH3:48])[CH3:47].